This data is from Peptide-MHC class I binding affinity with 185,985 pairs from IEDB/IMGT. The task is: Regression. Given a peptide amino acid sequence and an MHC pseudo amino acid sequence, predict their binding affinity value. This is MHC class I binding data. (1) The MHC is HLA-A01:01 with pseudo-sequence HLA-A01:01. The binding affinity (normalized) is 0.213. The peptide sequence is IESNPLFPV. (2) The peptide sequence is QYSGFVRTL. The MHC is HLA-B15:01 with pseudo-sequence HLA-B15:01. The binding affinity (normalized) is 0.0847. (3) The peptide sequence is FTGEYLLRL. The MHC is HLA-A02:16 with pseudo-sequence HLA-A02:16. The binding affinity (normalized) is 0.0847. (4) The binding affinity (normalized) is 0. The MHC is HLA-B54:01 with pseudo-sequence HLA-B54:01. The peptide sequence is IPKFKVTGSY. (5) The peptide sequence is DKTEAILQLG. The MHC is H-2-Db with pseudo-sequence H-2-Db. The binding affinity (normalized) is 0. (6) The peptide sequence is AEFPVGSTA. The MHC is HLA-B08:01 with pseudo-sequence HLA-B08:01. The binding affinity (normalized) is 0.0847. (7) The peptide sequence is EHYVRITGL. The MHC is HLA-B08:01 with pseudo-sequence HLA-B08:01. The binding affinity (normalized) is 0.245. (8) The peptide sequence is VTDEGTSSF. The MHC is HLA-C04:01 with pseudo-sequence HLA-C04:01. The binding affinity (normalized) is 0.0847. (9) The peptide sequence is YMYAVSGAL. The MHC is HLA-A31:01 with pseudo-sequence HLA-A31:01. The binding affinity (normalized) is 0.0847.